This data is from Forward reaction prediction with 1.9M reactions from USPTO patents (1976-2016). The task is: Predict the product of the given reaction. (1) Given the reactants [CH2:1]([O:4][C:5]([C:7]1[N:8]([NH2:13])[CH:9]=[C:10]([F:12])[CH:11]=1)=[O:6])[CH:2]=[CH2:3].[CH:14](=O)[CH2:15][CH:16]([CH3:18])[CH3:17].C([BH3-])#N.[Na+], predict the reaction product. The product is: [CH2:1]([O:4][C:5]([C:7]1[N:8]([NH:13][CH2:14][CH2:15][CH:16]([CH3:18])[CH3:17])[CH:9]=[C:10]([F:12])[CH:11]=1)=[O:6])[CH:2]=[CH2:3]. (2) Given the reactants [CH2:1]([N:8]1[C:16]2[C:11](=[CH:12][CH:13]=[C:14]([N+:17]([O-:19])=[O:18])[CH:15]=2)[C:10]([C:20]([OH:31])([C:27]([F:30])([F:29])[F:28])[C:21]([O:23][CH2:24][CH2:25][OH:26])=[O:22])=[CH:9]1)[C:2]1[CH:7]=[CH:6][CH:5]=[CH:4][CH:3]=1.[H-].[Na+].[CH2:34](Br)[C:35]1[CH:40]=[CH:39][CH:38]=[CH:37][CH:36]=1.[Cl-].[NH4+], predict the reaction product. The product is: [CH2:1]([N:8]1[C:16]2[C:11](=[CH:12][CH:13]=[C:14]([N+:17]([O-:19])=[O:18])[CH:15]=2)[C:10]([C:20]([OH:31])([C:27]([F:28])([F:30])[F:29])[C:21]([O:23][CH2:24][CH2:25][O:26][CH2:34][C:35]2[CH:40]=[CH:39][CH:38]=[CH:37][CH:36]=2)=[O:22])=[CH:9]1)[C:2]1[CH:3]=[CH:4][CH:5]=[CH:6][CH:7]=1. (3) The product is: [Br:17][C:13]1[C:12]([CH2:18][CH3:19])=[C:11]([CH:5]([CH2:6][OH:7])[CH2:4][OH:3])[CH:16]=[CH:15][CH:14]=1. Given the reactants C([O:3][C:4](=O)[CH:5]([C:11]1[CH:16]=[CH:15][CH:14]=[C:13]([Br:17])[C:12]=1[CH2:18][CH3:19])[C:6](OCC)=[O:7])C.[BH4-].[Na+].O, predict the reaction product. (4) Given the reactants B(F)(F)F.CCOCC.C([SiH](CC)CC)C.[Cl:17][C:18]1[C:23](=[O:24])[N:22]([CH3:25])[CH:21]=[C:20]2[C:26](=[O:42])[N:27]([CH2:30][CH2:31][C:32]3[CH:41]=[CH:40][C:39]4[C:34](=[CH:35][CH:36]=[CH:37][CH:38]=4)[N:33]=3)[CH:28](O)[C:19]=12, predict the reaction product. The product is: [Cl:17][C:18]1[C:23](=[O:24])[N:22]([CH3:25])[CH:21]=[C:20]2[C:26](=[O:42])[N:27]([CH2:30][CH2:31][C:32]3[CH:41]=[CH:40][C:39]4[C:34](=[CH:35][CH:36]=[CH:37][CH:38]=4)[N:33]=3)[CH2:28][C:19]=12. (5) The product is: [OH:1][C:2]1[CH:7]=[C:6]([C:8]([O:10][CH3:15])=[O:9])[CH:5]=[CH:4][N:3]=1. Given the reactants [OH:1][C:2]1[CH:7]=[C:6]([C:8]([OH:10])=[O:9])[CH:5]=[CH:4][N:3]=1.S(Cl)(Cl)=O.[CH3:15]O, predict the reaction product. (6) Given the reactants C(OC([N:11]1[CH2:16][CH2:15][C:14]([NH:29][C:30]([O:32][C:33]([CH3:36])([CH3:35])[CH3:34])=[O:31])([C:17](=[O:28])[NH:18][C:19]2[CH:24]=[CH:23][C:22]([CH:25]([CH3:27])[CH3:26])=[CH:21][CH:20]=2)[CH2:13][CH2:12]1)=O)C1C=CC=CC=1, predict the reaction product. The product is: [C:33]([O:32][C:30](=[O:31])[NH:29][C:14]1([C:17](=[O:28])[NH:18][C:19]2[CH:24]=[CH:23][C:22]([CH:25]([CH3:26])[CH3:27])=[CH:21][CH:20]=2)[CH2:13][CH2:12][NH:11][CH2:16][CH2:15]1)([CH3:35])([CH3:34])[CH3:36]. (7) Given the reactants [NH2:1][C:2]1([C:13]2[CH:18]=[CH:17][CH:16]=[CH:15][C:14]=2[O:19][CH3:20])[C:10]2[C:5](=[CH:6][CH:7]=[C:8]([Cl:11])[CH:9]=2)[NH:4][C:3]1=[O:12].[CH3:21][O:22][C:23]1[CH:28]=[CH:27][C:26]([S:29](Cl)(=[O:31])=[O:30])=[C:25]([O:33][C:34]([F:37])([F:36])[F:35])[CH:24]=1, predict the reaction product. The product is: [NH2:1][C:2]1([C:13]2[CH:18]=[CH:17][CH:16]=[CH:15][C:14]=2[O:19][CH3:20])[C:10]2[C:5](=[CH:6][CH:7]=[C:8]([Cl:11])[CH:9]=2)[N:4]([S:29]([C:26]2[CH:27]=[CH:28][C:23]([O:22][CH3:21])=[CH:24][C:25]=2[O:33][C:34]([F:35])([F:36])[F:37])(=[O:31])=[O:30])[C:3]1=[O:12]. (8) Given the reactants [C:1]([O:5][C:6]([CH2:8][C@:9](C(=O)C1C=CC=CC=1)([C@:11](C(=O)C1C=CC=CC=1)([CH2:13][OH:14])[OH:12])[OH:10])=[O:7])([CH3:4])([CH3:3])[CH3:2].CO.C[O-].[Na+].[Cl-].[NH4+], predict the reaction product. The product is: [C:1]([O:5][C:6]([CH2:8][C@H:9]([C@H:11]([CH2:13][OH:14])[OH:12])[OH:10])=[O:7])([CH3:4])([CH3:3])[CH3:2].